Task: Regression. Given two drug SMILES strings and cell line genomic features, predict the synergy score measuring deviation from expected non-interaction effect.. Dataset: NCI-60 drug combinations with 297,098 pairs across 59 cell lines (1) Drug 1: COC1=NC(=NC2=C1N=CN2C3C(C(C(O3)CO)O)O)N. Drug 2: CC1C(C(CC(O1)OC2CC(CC3=C2C(=C4C(=C3O)C(=O)C5=C(C4=O)C(=CC=C5)OC)O)(C(=O)CO)O)N)O.Cl. Cell line: SK-MEL-5. Synergy scores: CSS=43.5, Synergy_ZIP=-0.565, Synergy_Bliss=3.46, Synergy_Loewe=-40.5, Synergy_HSA=3.67. (2) Drug 1: CN1C(=O)N2C=NC(=C2N=N1)C(=O)N. Drug 2: COC1=NC(=NC2=C1N=CN2C3C(C(C(O3)CO)O)O)N. Cell line: SN12C. Synergy scores: CSS=0.272, Synergy_ZIP=-5.47, Synergy_Bliss=-8.77, Synergy_Loewe=-7.72, Synergy_HSA=-7.07. (3) Drug 1: CCCCC(=O)OCC(=O)C1(CC(C2=C(C1)C(=C3C(=C2O)C(=O)C4=C(C3=O)C=CC=C4OC)O)OC5CC(C(C(O5)C)O)NC(=O)C(F)(F)F)O. Drug 2: C(CN)CNCCSP(=O)(O)O. Cell line: HOP-92. Synergy scores: CSS=31.1, Synergy_ZIP=0.596, Synergy_Bliss=-0.805, Synergy_Loewe=-34.2, Synergy_HSA=-5.47. (4) Drug 1: COC1=C2C(=CC3=C1OC=C3)C=CC(=O)O2. Drug 2: CC1C(C(CC(O1)OC2CC(CC3=C2C(=C4C(=C3O)C(=O)C5=CC=CC=C5C4=O)O)(C(=O)C)O)N)O. Cell line: MDA-MB-231. Synergy scores: CSS=39.5, Synergy_ZIP=-6.98, Synergy_Bliss=-4.67, Synergy_Loewe=-6.75, Synergy_HSA=-0.864. (5) Drug 1: CC12CCC(CC1=CCC3C2CCC4(C3CC=C4C5=CN=CC=C5)C)O. Drug 2: C1=CC(=CC=C1C#N)C(C2=CC=C(C=C2)C#N)N3C=NC=N3. Cell line: IGROV1. Synergy scores: CSS=11.1, Synergy_ZIP=-2.78, Synergy_Bliss=5.53, Synergy_Loewe=6.53, Synergy_HSA=6.62. (6) Drug 1: CC1=C2C(C(=O)C3(C(CC4C(C3C(C(C2(C)C)(CC1OC(=O)C(C(C5=CC=CC=C5)NC(=O)OC(C)(C)C)O)O)OC(=O)C6=CC=CC=C6)(CO4)OC(=O)C)OC)C)OC. Drug 2: CC12CCC(CC1=CCC3C2CCC4(C3CC=C4C5=CN=CC=C5)C)O. Cell line: HCT116. Synergy scores: CSS=60.2, Synergy_ZIP=6.12, Synergy_Bliss=4.29, Synergy_Loewe=-12.2, Synergy_HSA=5.75. (7) Synergy scores: CSS=1.92, Synergy_ZIP=-3.80, Synergy_Bliss=-12.9, Synergy_Loewe=-15.7, Synergy_HSA=-12.1. Drug 1: C1=CC(=CC=C1CCC2=CNC3=C2C(=O)NC(=N3)N)C(=O)NC(CCC(=O)O)C(=O)O. Drug 2: CN(C)N=NC1=C(NC=N1)C(=O)N. Cell line: HOP-92. (8) Drug 1: C1=CC(=CC=C1C#N)C(C2=CC=C(C=C2)C#N)N3C=NC=N3. Cell line: HOP-62. Synergy scores: CSS=29.1, Synergy_ZIP=1.81, Synergy_Bliss=1.11, Synergy_Loewe=-33.4, Synergy_HSA=-0.973. Drug 2: CCC1(C2=C(COC1=O)C(=O)N3CC4=CC5=C(C=CC(=C5CN(C)C)O)N=C4C3=C2)O.Cl.